This data is from Reaction yield outcomes from USPTO patents with 853,638 reactions. The task is: Predict the reaction yield, written as a fraction of the theoretical maximum amount of product (1.0 means a 100% yield; for example, 0.34 means a 34% yield). The reactants are [F:1][C:2]([F:27])([F:26])[C:3]1[CH:8]=[CH:7][CH:6]=[CH:5][C:4]=1[C:9]1[CH:14]=[CH:13][C:12]([C:15]#[C:16][C:17]2[CH:18]=[C:19]3[C:23](=[CH:24][CH:25]=2)[NH:22][CH:21]=[CH:20]3)=[CH:11][CH:10]=1. The catalyst is CCO.[Pd]. The product is [F:27][C:2]([F:1])([F:26])[C:3]1[CH:8]=[CH:7][CH:6]=[CH:5][C:4]=1[C:9]1[CH:10]=[CH:11][C:12]([CH2:15][CH2:16][C:17]2[CH:18]=[C:19]3[C:23](=[CH:24][CH:25]=2)[NH:22][CH:21]=[CH:20]3)=[CH:13][CH:14]=1. The yield is 0.980.